Dataset: Reaction yield outcomes from USPTO patents with 853,638 reactions. Task: Predict the reaction yield, written as a fraction of the theoretical maximum amount of product (1.0 means a 100% yield; for example, 0.34 means a 34% yield). The reactants are [CH3:1][NH:2][C:3]([C:5]1[N:9]([CH3:10])[C:8]2[S:11][CH:12]=[CH:13][C:7]=2[CH:6]=1)=O.[H-].[H-].[H-].[H-].[Li+].[Al+3]. The catalyst is C1COCC1. The product is [CH3:10][N:9]1[C:5]([CH2:3][NH:2][CH3:1])=[CH:6][C:7]2[CH:13]=[CH:12][S:11][C:8]1=2. The yield is 1.00.